From a dataset of Forward reaction prediction with 1.9M reactions from USPTO patents (1976-2016). Predict the product of the given reaction. Given the reactants C1(OC)C=CC=CC=1.[Cl-].[Al+3].[Cl-].[Cl-].[NH2:13][C:14]1[S:15][C:16]([C:28]([O:30][CH2:31][CH3:32])=[O:29])=[C:17]([CH2:19][O:20]CC2C=CC=CC=2)[N:18]=1, predict the reaction product. The product is: [NH2:13][C:14]1[S:15][C:16]([C:28]([O:30][CH2:31][CH3:32])=[O:29])=[C:17]([CH2:19][OH:20])[N:18]=1.